This data is from Full USPTO retrosynthesis dataset with 1.9M reactions from patents (1976-2016). The task is: Predict the reactants needed to synthesize the given product. Given the product [CH3:20][C:12]1[CH:13]=[C:14]([N+:17]([O-:19])=[O:18])[CH:15]=[CH:16][C:11]=1[N:6]1[CH:7]=[C:3]([C:2]([F:9])([F:8])[F:1])[N:4]=[CH:5]1, predict the reactants needed to synthesize it. The reactants are: [F:1][C:2]([F:9])([F:8])[C:3]1[N:4]=[CH:5][NH:6][CH:7]=1.F[C:11]1[CH:16]=[CH:15][C:14]([N+:17]([O-:19])=[O:18])=[CH:13][C:12]=1[CH3:20].C(=O)([O-])[O-].[K+].[K+].